From a dataset of Forward reaction prediction with 1.9M reactions from USPTO patents (1976-2016). Predict the product of the given reaction. Given the reactants [C:1]([O:5][C:6]([N:8]1[CH2:13][CH2:12][N:11]([C:14]2[CH:19]=[C:18]([NH2:20])[CH:17]=[CH:16][C:15]=2[O:21][CH3:22])[CH2:10][CH2:9]1)=[O:7])([CH3:4])([CH3:3])[CH3:2].[F:23][CH:24]([F:36])[O:25][C:26]1[CH:27]=[C:28]([S:32](Cl)(=[O:34])=[O:33])[CH:29]=[CH:30][CH:31]=1, predict the reaction product. The product is: [C:1]([O:5][C:6]([N:8]1[CH2:13][CH2:12][N:11]([C:14]2[CH:19]=[C:18]([NH:20][S:32]([C:28]3[CH:29]=[CH:30][CH:31]=[C:26]([O:25][CH:24]([F:23])[F:36])[CH:27]=3)(=[O:34])=[O:33])[CH:17]=[CH:16][C:15]=2[O:21][CH3:22])[CH2:10][CH2:9]1)=[O:7])([CH3:4])([CH3:3])[CH3:2].